Predict the reaction yield, written as a fraction of the theoretical maximum amount of product (1.0 means a 100% yield; for example, 0.34 means a 34% yield). From a dataset of Reaction yield outcomes from USPTO patents with 853,638 reactions. (1) The reactants are C(=O)([O-])[O-].[Na+].[Na+].C[O:8][C:9](=[O:26])[CH2:10][C:11]1[CH:16]=[CH:15][C:14](B2OC(C)(C)C(C)(C)O2)=[CH:13][CH:12]=1.Br[C:28]1[CH:33]=[CH:32][C:31]([OH:34])=[CH:30][C:29]=1[Cl:35].[OH-].[Na+].Cl. The catalyst is C1(C)C(CCO)=CC=CC=1.C1C=CC([P]([Pd]([P](C2C=CC=CC=2)(C2C=CC=CC=2)C2C=CC=CC=2)([P](C2C=CC=CC=2)(C2C=CC=CC=2)C2C=CC=CC=2)[P](C2C=CC=CC=2)(C2C=CC=CC=2)C2C=CC=CC=2)(C2C=CC=CC=2)C2C=CC=CC=2)=CC=1.C(O)C. The product is [Cl:35][C:29]1[CH:30]=[C:31]([OH:34])[CH:32]=[CH:33][C:28]=1[C:14]1[CH:13]=[CH:12][C:11]([CH2:10][C:9]([OH:8])=[O:26])=[CH:16][CH:15]=1. The yield is 0.850. (2) The reactants are [Cl:1][C:2]1[C:3]2[C@H:10]([CH3:11])[CH2:9][CH2:8][C:4]=2[N:5]=[CH:6][N:7]=1.C1C=C(Cl)C=C(C(OO)=[O:20])C=1.[O-]S([O-])(=S)=O.[Na+].[Na+].C([O-])([O-])=O.[Na+].[Na+]. The catalyst is C(Cl)(Cl)Cl.O. The product is [Cl:1][C:2]1[N:7]=[CH:6][N+:5]([O-:20])=[C:4]2[CH2:8][CH2:9][C@@H:10]([CH3:11])[C:3]=12. The yield is 0.530. (3) The reactants are C1(C)C=CC=CC=1.[CH2:8]([N:10](CC)CC)C.[C:15](Cl)(=[O:17])[CH3:16].Cl.[NH2:20][C:21]1[N:26]2[N:27]=NC=[C:25]2[N:24]=[C:23]([Cl:30])[C:22]=1[C:31]1[C:36]([F:37])=[CH:35][C:34]([F:38])=[CH:33][C:32]=1[F:39]. The catalyst is ClCCl. The product is [Cl:30][C:23]1[C:22]([C:31]2[C:32]([F:39])=[CH:33][C:34]([F:38])=[CH:35][C:36]=2[F:37])=[C:21]([NH:20][C:15](=[O:17])[CH3:16])[N:26]2[N:27]=[CH:8][N:10]=[C:25]2[N:24]=1. The yield is 0.310.